From a dataset of Forward reaction prediction with 1.9M reactions from USPTO patents (1976-2016). Predict the product of the given reaction. (1) Given the reactants [Cl:1][C:2]1[CH:18]=[CH:17][C:5]2[C:6](=O)[C:7]3[CH:14]=[CH:13][C:12]([Cl:15])=[CH:11][C:8]=3[CH2:9][CH2:10][C:4]=2[CH:3]=1.P12(SP3(SP(SP(S3)(S1)=S)(=S)S2)=S)=[S:20].C[Si](C)(C)O[Si](C)(C)C, predict the reaction product. The product is: [Cl:1][C:2]1[CH:18]=[CH:17][C:5]2[C:6](=[S:20])[C:7]3[CH:14]=[CH:13][C:12]([Cl:15])=[CH:11][C:8]=3[CH2:9][CH2:10][C:4]=2[CH:3]=1. (2) Given the reactants [CH3:1][C:2]1[C:10](C(O)=O)=[C:5]2[CH:6]=[CH:7][CH:8]=[CH:9][N:4]2[N:3]=1.[Br:14]N1C(=O)CCC1=O, predict the reaction product. The product is: [Br:14][C:10]1[C:2]([CH3:1])=[N:3][N:4]2[CH:9]=[CH:8][CH:7]=[CH:6][C:5]=12.